This data is from Forward reaction prediction with 1.9M reactions from USPTO patents (1976-2016). The task is: Predict the product of the given reaction. (1) Given the reactants [Al+3].[Cl-].[Cl-].[Cl-].[C:5](Cl)(=[O:7])[CH3:6].[CH2:9]([C:11]1[CH:20]=[CH:19][C:18]2[C:13](=[CH:14][CH:15]=[CH:16][CH:17]=2)[CH:12]=1)[CH3:10].Cl, predict the reaction product. The product is: [C:5]([C:14]1[C:13]2[C:18](=[CH:19][CH:20]=[C:11]([CH2:9][CH3:10])[CH:12]=2)[CH:17]=[CH:16][CH:15]=1)(=[O:7])[CH3:6]. (2) The product is: [Br:1][C:2]1[CH:3]=[N:4][N:5]([CH3:17])[C:6]=1[C:7]1[CH:8]=[C:9]([N:18]2[CH2:22][CH2:21][CH2:20][CH2:19]2)[CH:10]=[C:11]([N+:13]([O-:15])=[O:14])[CH:12]=1. Given the reactants [Br:1][C:2]1[CH:3]=[N:4][N:5]([CH3:17])[C:6]=1[C:7]1[CH:12]=[C:11]([N+:13]([O-:15])=[O:14])[CH:10]=[C:9](F)[CH:8]=1.[NH:18]1[CH2:22][CH2:21][CH2:20][CH2:19]1, predict the reaction product.